From a dataset of Full USPTO retrosynthesis dataset with 1.9M reactions from patents (1976-2016). Predict the reactants needed to synthesize the given product. Given the product [OH:60][C@H:57]1[CH2:58][CH2:59][C@H:54]([NH:53][C:10]([NH:9][CH:8]([C:12]2[NH:13][C:14]3[CH:19]=[CH:18][C:17]([C:20]([F:21])([F:22])[F:23])=[CH:16][C:15]=3[N:11]=2)[CH2:7][C:6]2[CH:5]=[CH:4][C:3]([O:2][CH3:1])=[CH:26][CH:25]=2)=[O:24])[CH2:55][CH2:56]1, predict the reactants needed to synthesize it. The reactants are: [CH3:1][O:2][C:3]1[CH:26]=[CH:25][C:6]([CH2:7][CH:8]2[C:12]3=[N:13][C:14]4[CH:19]=[CH:18][C:17]([C:20]([F:23])([F:22])[F:21])=[CH:16][C:15]=4[N:11]3[C:10](=[O:24])[NH:9]2)=[CH:5][CH:4]=1.COC1C=CC(CC2C3=NC4C=C(C(F)(F)F)C=CC=4N3C(=O)N2)=CC=1.[NH2:53][C@H:54]1[CH2:59][CH2:58][C@H:57]([OH:60])[CH2:56][CH2:55]1.C(O)(C(F)(F)F)=O.